Dataset: Full USPTO retrosynthesis dataset with 1.9M reactions from patents (1976-2016). Task: Predict the reactants needed to synthesize the given product. (1) The reactants are: Cl[C:2]1[CH:11]=[CH:10][C:9]2[C:4](=[CH:5][CH:6]=[C:7]([N+:12]([O-:14])=[O:13])[CH:8]=2)[N:3]=1.C(O)(=[O:17])C. Given the product [OH:17][C:2]1[CH:11]=[CH:10][C:9]2[C:4](=[CH:5][CH:6]=[C:7]([N+:12]([O-:14])=[O:13])[CH:8]=2)[N:3]=1, predict the reactants needed to synthesize it. (2) Given the product [CH2:13]([NH:20][C@@H:9]([C@H:7]([C@@H:5]([C@@H:3]([CH2:2][OH:1])[OH:4])[OH:6])[OH:8])[CH:11]=[O:12])[C:14]1[CH:19]=[CH:18][CH:17]=[CH:16][CH:15]=1, predict the reactants needed to synthesize it. The reactants are: [OH:1][CH2:2][C:3]([C@H:5]([C@@H:7]([C@@H:9]([CH2:11][OH:12])O)[OH:8])[OH:6])=[O:4].[CH2:13]([NH2:20])[C:14]1[CH:19]=[CH:18][CH:17]=[CH:16][CH:15]=1.C(Cl)Cl.CO.[NH4+].[OH-].C(O)(=O)C.